This data is from Catalyst prediction with 721,799 reactions and 888 catalyst types from USPTO. The task is: Predict which catalyst facilitates the given reaction. (1) Reactant: [CH2:1]([CH:3]([O:6][C:7]1[C:12]([C:13](O)=[O:14])=[C:11]([NH:16][C:17]2[C:22]([CH3:23])=[CH:21][C:20]([Cl:24])=[CH:19][C:18]=2[CH3:25])[N:10]=[C:9]([CH3:26])[CH:8]=1)[CH2:4][CH3:5])[CH3:2].CSC. Product: [Cl:24][C:20]1[CH:19]=[C:18]([CH3:25])[C:17]([NH:16][C:11]2[C:12]([CH2:13][OH:14])=[C:7]([O:6][CH:3]([CH2:1][CH3:2])[CH2:4][CH3:5])[CH:8]=[C:9]([CH3:26])[N:10]=2)=[C:22]([CH3:23])[CH:21]=1. The catalyst class is: 1. (2) Reactant: C([S@]([NH:7][C@@H:8]([C:10]1[CH:11]=[CH:12][C:13]([NH:21][S:22]([CH3:25])(=[O:24])=[O:23])=[C:14]([CH:20]=1)[C:15]([O:17][CH2:18][CH3:19])=[O:16])[CH3:9])=O)(C)(C)C.Cl.CO. Product: [NH2:7][C@@H:8]([C:10]1[CH:11]=[CH:12][C:13]([NH:21][S:22]([CH3:25])(=[O:24])=[O:23])=[C:14]([CH:20]=1)[C:15]([O:17][CH2:18][CH3:19])=[O:16])[CH3:9]. The catalyst class is: 5.